This data is from Full USPTO retrosynthesis dataset with 1.9M reactions from patents (1976-2016). The task is: Predict the reactants needed to synthesize the given product. Given the product [CH2:14]([N:3]([CH2:1][CH3:2])[C:4]1[N:9]=[C:8]([C:10]2[O:12][N:59]=[C:49]([C:50]3[CH:55]=[CH:54][C:53]([CH2:56][CH2:57][OH:58])=[CH:52][CH:51]=3)[N:48]=2)[CH:7]=[C:6]([CH3:13])[N:5]=1)[CH3:15], predict the reactants needed to synthesize it. The reactants are: [CH2:1]([N:3]([CH2:14][CH3:15])[C:4]1[N:9]=[C:8]([C:10]([OH:12])=O)[CH:7]=[C:6]([CH3:13])[N:5]=1)[CH3:2].CCN(C(C)C)C(C)C.CN(C(ON1N=NC2C=CC=CC1=2)=[N+](C)C)C.[B-](F)(F)(F)F.O[NH:48][C:49](=[NH:59])[C:50]1[CH:55]=[CH:54][C:53]([CH2:56][CH2:57][OH:58])=[CH:52][CH:51]=1.